From a dataset of Forward reaction prediction with 1.9M reactions from USPTO patents (1976-2016). Predict the product of the given reaction. (1) Given the reactants Cl.[O:2]=[C:3]1[NH:8][CH2:7][CH2:6][N:5]2[CH:9]=[CH:10][N:11]=[C:4]12.Br[C:13]1[CH:14]=[CH:15][C:16]([F:28])=[C:17]([C:19]2[C:20]([C:26]#[N:27])=[CH:21][C:22]([F:25])=[CH:23][CH:24]=2)[CH:18]=1.C([O-])(=O)C.[K+], predict the reaction product. The product is: [F:25][C:22]1[CH:21]=[C:20]([C:26]#[N:27])[C:19]([C:17]2[CH:18]=[C:13]([C:9]3[N:5]4[CH:6]=[CH:7][NH:8][C:3](=[O:2])[C:4]4=[N:11][CH:10]=3)[CH:14]=[CH:15][C:16]=2[F:28])=[CH:24][CH:23]=1. (2) Given the reactants [OH:1][C:2]1[C:19]2[CH2:18][C@@:17]([OH:24])([C:20](=[O:23])[CH2:21][OH:22])[CH2:16][C@H:15]([O:25][C@@H:26]3[O:40][C@@H:39]([CH3:41])[C@H:29]4[O:30][C@H:31]5[N:36]([C@H:28]4[CH2:27]3)[CH2:35][CH2:34][O:33][C@@H:32]5[O:37][CH3:38])[C:14]=2[C:13]([OH:42])=[C:12]2[C:3]=1[C:4](=[O:46])[C:5]1[CH:6]=[CH:7][CH:8]=[C:9]([O:44][CH3:45])[C:10]=1[C:11]2=[O:43].[CH2:47]([O:49][C:50](=[O:59])[CH2:51][O:52][C:53]1[CH2:58][CH2:57][CH2:56][CH2:55][CH:54]=1)[CH3:48].O.C1(C)C=CC(S(O)(=O)=O)=CC=1.C(=O)(O)[O-].[Na+], predict the reaction product. The product is: [CH2:47]([O:49][C:50](=[O:59])[CH2:51][O:52][C:53]1([O:22][CH2:21][C:20](=[O:23])[C@@:17]2([OH:24])[CH2:16][C@H:15]([O:25][C@@H:26]3[O:40][C@@H:39]([CH3:41])[C@H:29]4[O:30][C@H:31]5[N:36]([C@H:28]4[CH2:27]3)[CH2:35][CH2:34][O:33][C@@H:32]5[O:37][CH3:38])[C:14]3[C:19](=[C:2]([OH:1])[C:3]4[C:4](=[O:46])[C:5]5[C:10]([C:11](=[O:43])[C:12]=4[C:13]=3[OH:42])=[C:9]([O:44][CH3:45])[CH:8]=[CH:7][CH:6]=5)[CH2:18]2)[CH2:58][CH2:57][CH2:56][CH2:55][CH2:54]1)[CH3:48]. (3) Given the reactants [Cl:1][O-].[Na+].[OH:4][C:5]1[N:13]=[CH:12][CH:11]=[CH:10][C:6]=1[C:7]([OH:9])=[O:8].S([O-])([O-])=O.[Na+].[Na+].Cl, predict the reaction product. The product is: [Cl:1][C:11]1[CH:12]=[N:13][C:5]([OH:4])=[C:6]([CH:10]=1)[C:7]([OH:9])=[O:8].